Task: Predict which catalyst facilitates the given reaction.. Dataset: Catalyst prediction with 721,799 reactions and 888 catalyst types from USPTO (1) Reactant: O1CCCC1.C[O:7][C:8](=O)[C:9]1[CH:14]=[CH:13][C:12]([CH2:15][CH2:16][CH3:17])=[CH:11][CH:10]=1.[H-].[Al+3].[Li+].[H-].[H-].[H-].Cl. Product: [CH2:15]([C:12]1[CH:11]=[CH:10][C:9]([CH2:8][OH:7])=[CH:14][CH:13]=1)[CH2:16][CH3:17]. The catalyst class is: 72. (2) Reactant: [CH2:1]([C:4]1[CH:9]=[C:8]([O:10][CH2:11][CH2:12][C:13]2[N:14]=[C:15]([C:19]3[CH:24]=[CH:23][C:22]([C:25]4[CH:30]=[CH:29][CH:28]=[CH:27][CH:26]=4)=[CH:21][CH:20]=3)[O:16][C:17]=2[CH3:18])[CH:7]=[CH:6][C:5]=1[OH:31])[CH2:2][CH3:3].Br[C:33]([CH3:40])([CH3:39])[C:34]([O:36][CH2:37][CH3:38])=[O:35].C(=O)([O-])[O-].[Cs+].[Cs+]. Product: [CH2:37]([O:36][C:34](=[O:35])[C:33]([O:31][C:5]1[CH:6]=[CH:7][C:8]([O:10][CH2:11][CH2:12][C:13]2[N:14]=[C:15]([C:19]3[CH:20]=[CH:21][C:22]([C:25]4[CH:26]=[CH:27][CH:28]=[CH:29][CH:30]=4)=[CH:23][CH:24]=3)[O:16][C:17]=2[CH3:18])=[CH:9][C:4]=1[CH2:1][CH2:2][CH3:3])([CH3:40])[CH3:39])[CH3:38]. The catalyst class is: 3. (3) Reactant: [CH3:1][O:2][C:3]1[CH:4]=[C:5]2[C:10](=[CH:11][C:12]=1[O:13][CH3:14])[C:9]([CH2:15][CH2:16][CH3:17])=[N:8][C:7]([OH:18])=[CH:6]2.Cl.Cl[CH2:21][C:22]1[CH:23]=[N:24][C:25]2[C:30]([CH:31]=1)=[CH:29][C:28]([O:32][CH3:33])=[CH:27][CH:26]=2.[Li+].[OH-]. Product: [CH3:1][O:2][C:3]1[CH:4]=[C:5]2[C:10](=[CH:11][C:12]=1[O:13][CH3:14])[C:9]([CH2:15][CH2:16][CH3:17])=[N:8][C:7]([OH:18])=[C:6]2[CH2:21][C:22]1[CH:23]=[N:24][C:25]2[C:30]([CH:31]=1)=[CH:29][C:28]([O:32][CH3:33])=[CH:27][CH:26]=2. The catalyst class is: 1. (4) Reactant: [C:1]([C:5]1[CH:6]=[C:7]([C:15]2[S:16][CH:17]=[C:18]([CH:20]3[CH2:25][CH2:24][NH:23][CH2:22][CH2:21]3)[N:19]=2)[CH:8]=[C:9]([C:11]([CH3:14])([CH3:13])[CH3:12])[CH:10]=1)([CH3:4])([CH3:3])[CH3:2].C(N(CC)CC)C.[Cl:33][CH2:34][C:35](Cl)=[O:36]. Product: [Cl:33][CH2:34][C:35]([N:23]1[CH2:24][CH2:25][CH:20]([C:18]2[N:19]=[C:15]([C:7]3[CH:8]=[C:9]([C:11]([CH3:14])([CH3:13])[CH3:12])[CH:10]=[C:5]([C:1]([CH3:2])([CH3:3])[CH3:4])[CH:6]=3)[S:16][CH:17]=2)[CH2:21][CH2:22]1)=[O:36]. The catalyst class is: 1. (5) Reactant: Cl[C:2]1[N:3]([CH2:25][CH:26]2[CH2:28][CH2:27]2)[C:4]2[C:9]([N:10]=1)=[C:8]([N:11]1[CH2:16][CH2:15][O:14][CH2:13][CH2:12]1)[N:7]=[C:6]([C:17]1[C:18]([CH3:24])=[N:19][C:20]([NH2:23])=[N:21][CH:22]=1)[N:5]=2.[CH3:29][N:30]([CH3:36])[CH:31]1[CH2:35][CH2:34][NH:33][CH2:32]1. Product: [CH:26]1([CH2:25][N:3]2[C:2]([N:33]3[CH2:34][CH2:35][CH:31]([N:30]([CH3:36])[CH3:29])[CH2:32]3)=[N:10][C:9]3[C:4]2=[N:5][C:6]([C:17]2[C:18]([CH3:24])=[N:19][C:20]([NH2:23])=[N:21][CH:22]=2)=[N:7][C:8]=3[N:11]2[CH2:16][CH2:15][O:14][CH2:13][CH2:12]2)[CH2:28][CH2:27]1. The catalyst class is: 60. (6) Reactant: Cl[C:2]1[C:3]([O:12][CH2:13][CH:14]2[CH:19]([CH3:20])[CH2:18][CH2:17][CH2:16][CH:15]2[CH3:21])=[CH:4][C:5]([F:11])=[C:6]([CH:10]=1)[C:7]([OH:9])=O.C(N1C=CN=C1)(N1C=CN=C1)=O.N12[CH2:44][CH2:43][CH2:42]N=C1CCCCC2.[CH:45]1([S:48]([NH2:51])(=[O:50])=[O:49])[CH2:47][CH2:46]1.Cl. Product: [CH:43]1([C:2]2[C:3]([O:12][CH2:13][CH:14]3[CH:19]([CH3:20])[CH2:18][CH2:17][CH2:16][CH:15]3[CH3:21])=[CH:4][C:5]([F:11])=[C:6]([CH:10]=2)[C:7]([NH:51][S:48]([CH:45]2[CH2:47][CH2:46]2)(=[O:50])=[O:49])=[O:9])[CH2:44][CH2:42]1. The catalyst class is: 7.